From a dataset of Full USPTO retrosynthesis dataset with 1.9M reactions from patents (1976-2016). Predict the reactants needed to synthesize the given product. (1) The reactants are: C(S[C:4]1[N:9]([CH2:10][C:11]2[CH:16]=[CH:15][C:14]([F:17])=[CH:13][CH:12]=2)[C:8](=[O:18])[N:7]([CH:19]([CH3:21])[CH3:20])[C:6](=[O:22])[N:5]=1)C.[CH:23]([O:26][C:27]1[CH:33]=[CH:32][C:30]([NH2:31])=[CH:29][CH:28]=1)([CH3:25])[CH3:24].CN1CCCC1=O. Given the product [F:17][C:14]1[CH:13]=[CH:12][C:11]([CH2:10][N:9]2[C:4]([NH:31][C:30]3[CH:29]=[CH:28][C:27]([O:26][CH:23]([CH3:25])[CH3:24])=[CH:33][CH:32]=3)=[N:5][C:6](=[O:22])[N:7]([CH:19]([CH3:20])[CH3:21])[C:8]2=[O:18])=[CH:16][CH:15]=1, predict the reactants needed to synthesize it. (2) The reactants are: [C:1]([C:5]1[C:10]2[CH:11]=[CH:12][O:13][C:9]=2[CH:8]=[CH:7][C:6]=1[OH:14])([CH3:4])([CH3:3])[CH3:2].[CH2:15](Br)[C:16]1[CH:21]=[CH:20][CH:19]=[CH:18][CH:17]=1.C(=O)([O-])[O-].[K+].[K+]. Given the product [CH2:15]([O:14][C:6]1[CH:7]=[CH:8][C:9]2[O:13][CH:12]=[CH:11][C:10]=2[C:5]=1[C:1]([CH3:4])([CH3:2])[CH3:3])[C:16]1[CH:21]=[CH:20][CH:19]=[CH:18][CH:17]=1, predict the reactants needed to synthesize it.